Dataset: Catalyst prediction with 721,799 reactions and 888 catalyst types from USPTO. Task: Predict which catalyst facilitates the given reaction. (1) Reactant: [C:1]([C:3]1[C:4]([NH:9][CH2:10][CH2:11][NH:12][C:13]([O:15]CCCC)=O)=[N:5][CH:6]=[CH:7][CH:8]=1)#[N:2].Cl.Cl.[C:22]([C:24]1[C:25]([NH:30][CH2:31][CH2:32][NH2:33])=NC=CC=1)#N.C(N(CC)CC)C.C1N=CN(C(N2C=NC=C2)=O)C=1.Cl.N1CCC[C@H]1C#N. Product: [C:32]([C@@H:31]1[CH2:22][CH2:24][CH2:25][N:30]1[C:13]([NH:12][CH2:11][CH2:10][NH:9][C:4]1[C:3]([C:1]#[N:2])=[CH:8][CH:7]=[CH:6][N:5]=1)=[O:15])#[N:33]. The catalyst class is: 2. (2) Product: [CH3:21][C:16]1[C:15]([C:12]2[CH:13]=[C:14]3[C:9](=[CH:10][CH:11]=2)[NH:8][C:7](=[O:22])[C:6]3([CH2:5][C:4]([OH:29])=[O:3])[C:23]2[CH:28]=[CH:27][CH:26]=[CH:25][CH:24]=2)=[C:19]([CH3:20])[O:18][N:17]=1. The catalyst class is: 87. Reactant: C([O:3][C:4](=[O:29])[CH2:5][C:6]1([C:23]2[CH:28]=[CH:27][CH:26]=[CH:25][CH:24]=2)[C:14]2[C:9](=[CH:10][CH:11]=[C:12]([C:15]3[C:16]([CH3:21])=[N:17][O:18][C:19]=3[CH3:20])[CH:13]=2)[NH:8][C:7]1=[O:22])C.O[Li].O.Cl.